Dataset: Forward reaction prediction with 1.9M reactions from USPTO patents (1976-2016). Task: Predict the product of the given reaction. (1) The product is: [CH3:11][O:12][C:13]1[CH:18]=[CH:17][C:16]([C:19]2[NH:10][C:5]3[N:4]([N:3]=[C:2]([CH3:1])[C:6]=3[CH2:7][CH2:8][CH3:9])[C:21](=[O:22])[CH:20]=2)=[CH:15][CH:14]=1. Given the reactants [CH3:1][C:2]1[C:6]([CH2:7][CH2:8][CH3:9])=[C:5]([NH2:10])[NH:4][N:3]=1.[CH3:11][O:12][C:13]1[CH:18]=[CH:17][C:16]([C:19](=O)[CH2:20][C:21](OC)=[O:22])=[CH:15][CH:14]=1, predict the reaction product. (2) Given the reactants Br[C:2]1[CH:3]=[CH:4][CH:5]=[C:6]2[C:10]=1[CH2:9][CH:8]=[C:7]2[C:11]1[CH:16]=[CH:15][CH:14]=[CH:13][CH:12]=1.[C:17]1([C:23]2[C:31]3[C:26](=[C:27]([OH:32])[CH:28]=[CH:29][CH:30]=3)[CH2:25][CH:24]=2)[CH:22]=[CH:21][CH:20]=[CH:19][CH:18]=1.[O-]P([O-])([O-])=O.[K+].[K+].[K+].C(P(C(C)(C)C)C1C=CC=CC=1C1C=CC=CC=1N(C)C)(C)(C)C, predict the reaction product. The product is: [C:11]1([C:7]2[C:6]3[C:10](=[C:2]([O:32][C:27]4[CH:28]=[CH:29][CH:30]=[C:31]5[C:26]=4[CH2:25][CH:24]=[C:23]5[C:17]4[CH:22]=[CH:21][CH:20]=[CH:19][CH:18]=4)[CH:3]=[CH:4][CH:5]=3)[CH2:9][CH:8]=2)[CH:16]=[CH:15][CH:14]=[CH:13][CH:12]=1. (3) Given the reactants Cl[C:2]1[CH:3]=[CH:4][C:5]2[O:6][CH2:7][CH2:8][C:9]3[CH:15]=[C:14]([C:16]4[C:20]([C:21]5[CH:26]=[CH:25][C:24]([F:27])=[CH:23][C:22]=5[F:28])=[N:19][NH:18][N:17]=4)[S:13][C:10]=3[C:11]=2[N:12]=1.[CH3:29][N:30](C)C=O, predict the reaction product. The product is: [C:29]([C:2]1[CH:3]=[CH:4][C:5]2[O:6][CH2:7][CH2:8][C:9]3[CH:15]=[C:14]([C:16]4[C:20]([C:21]5[CH:26]=[CH:25][C:24]([F:27])=[CH:23][C:22]=5[F:28])=[N:19][NH:18][N:17]=4)[S:13][C:10]=3[C:11]=2[N:12]=1)#[N:30]. (4) Given the reactants [N:1]([O-])=O.[Na+].[NH2:5][C:6]1[C:7]([C:21]#[N:22])=[N:8][C:9]([S:12][C:13]2[CH:18]=[C:17]([Cl:19])[CH:16]=[C:15]([Cl:20])[CH:14]=2)=[CH:10][CH:11]=1.O.O.Cl[Sn]Cl, predict the reaction product. The product is: [Cl:19][C:17]1[CH:18]=[C:13]([S:12][C:9]2[N:8]=[C:7]3[C:21]([NH2:1])=[N:22][NH:5][C:6]3=[CH:11][CH:10]=2)[CH:14]=[C:15]([Cl:20])[CH:16]=1. (5) Given the reactants [CH3:1][N:2]1[CH:6]=[C:5]([C:7]2[CH:12]=[CH:11][C:10]([C:13]3[C:22]4[C:17](=[CH:18][CH:19]=C(C#N)[CH:21]=4)[CH:16]=[N:15][CH:14]=3)=[CH:9][CH:8]=2)[CH:4]=[N:3]1.[OH-:25].[Na+].[ClH:27].[CH2:28]([OH:30])[CH3:29], predict the reaction product. The product is: [ClH:27].[CH3:1][N:2]1[CH:6]=[C:5]([C:7]2[CH:12]=[CH:11][C:10]([C:13]3[C:22]4[C:17](=[CH:18][CH:19]=[C:29]([C:28]([OH:25])=[O:30])[CH:21]=4)[CH:16]=[N:15][CH:14]=3)=[CH:9][CH:8]=2)[CH:4]=[N:3]1. (6) Given the reactants [NH:1]1[CH:5]=[CH:4][CH:3]=[CH:2]1.C1C=C[C:9]2N(O)N=[N:12][C:10]=2[CH:11]=1, predict the reaction product. The product is: [CH:3]([NH:12][CH:10]([CH3:9])[CH3:11])([CH3:4])[CH3:2].[NH:1]1[CH:5]=[CH:4][CH:3]=[CH:2]1.